Predict the reactants needed to synthesize the given product. From a dataset of Full USPTO retrosynthesis dataset with 1.9M reactions from patents (1976-2016). (1) Given the product [F:11][C:2]([F:1])([F:10])[C:3]1[CH:4]=[CH:5][C:6]([S:9][C:13]2[CH:20]=[CH:19][C:16]([CH:17]=[O:18])=[CH:15][CH:14]=2)=[N:7][CH:8]=1, predict the reactants needed to synthesize it. The reactants are: [F:1][C:2]([F:11])([F:10])[C:3]1[CH:4]=[CH:5][C:6]([SH:9])=[N:7][CH:8]=1.F[C:13]1[CH:20]=[CH:19][C:16]([CH:17]=[O:18])=[CH:15][CH:14]=1.C([O-])([O-])=O.[K+].[K+]. (2) Given the product [CH2:52]([N:37]([CH:38]1[CH2:39][CH2:40][O:41][CH2:42][CH2:43]1)[C:4]1[C:5]([CH3:36])=[C:6]([CH:22]=[C:23]([C:24]2[CH:25]=[N:26][C:27]([N:30]3[CH2:35][CH2:34][N:33]([CH:48]4[CH2:49][CH2:50][N:45]([CH3:44])[CH2:46][CH2:47]4)[CH2:32][CH2:31]3)=[CH:28][CH:29]=2)[CH:3]=1)[C:7]([NH:9][CH2:10][C:11]1[C:12](=[O:21])[NH:13][C:14]([CH3:20])=[CH:15][C:16]=1[CH:17]([CH3:19])[CH3:18])=[O:8])[CH3:53], predict the reactants needed to synthesize it. The reactants are: C([C:3]1[C:23]([C:24]2[CH:25]=[N:26][C:27]([N:30]3[CH2:35][CH2:34][NH:33][CH2:32][CH2:31]3)=[CH:28][CH:29]=2)=[CH:22][C:6]([C:7]([NH:9][CH2:10][C:11]2[C:12](=[O:21])[NH:13][C:14]([CH3:20])=[CH:15][C:16]=2[CH:17]([CH3:19])[CH3:18])=[O:8])=[C:5]([CH3:36])[C:4]=1[NH:37][CH:38]1[CH2:43][CH2:42][O:41][CH2:40][CH2:39]1)C.[CH3:44][N:45]1[CH2:50][CH2:49][C:48](=O)[CH2:47][CH2:46]1.[C:52](O)(=O)[CH3:53].C(O[BH-](OC(=O)C)OC(=O)C)(=O)C.[Na+]. (3) Given the product [CH2:20]([O:19][C:17](=[O:18])[CH2:16][O:8][C:4]1[CH:5]=[CH:6][CH:7]=[C:2]([F:1])[CH:3]=1)[CH3:21], predict the reactants needed to synthesize it. The reactants are: [F:1][C:2]1[CH:3]=[C:4]([OH:8])[CH:5]=[CH:6][CH:7]=1.C(=O)([O-])[O-].[K+].[K+].Br[CH2:16][C:17]([O:19][CH2:20][CH3:21])=[O:18].CCOCC. (4) Given the product [NH2:2][C:3]1[N:8]=[C:7]([OH:9])[C:6]([CH2:10][C:11]2[CH:16]=[CH:15][C:14]([CH2:17][OH:18])=[CH:13][CH:12]=2)=[C:5]([CH3:25])[N:4]=1, predict the reactants needed to synthesize it. The reactants are: Cl.[NH2:2][C:3]1[N:8]=[C:7]([OH:9])[C:6]([CH2:10][C:11]2[CH:16]=[CH:15][C:14]([CH2:17][O:18]C3CCCCO3)=[CH:13][CH:12]=2)=[C:5]([CH3:25])[N:4]=1. (5) Given the product [CH3:1][N:2]1[C:6]([C:30]2[CH:29]=[CH:28][C:27]([CH3:26])=[CH:32][N:31]=2)=[CH:5][C:4]([Br:24])=[N:3]1, predict the reactants needed to synthesize it. The reactants are: [CH3:1][N:2]1[C:6](OS(C(F)(F)C(F)(F)C(F)(F)C(F)(F)F)(=O)=O)=[CH:5][C:4]([Br:24])=[N:3]1.[Br-].[CH3:26][C:27]1[CH:28]=[CH:29][C:30]([Zn+])=[N:31][CH:32]=1.O1CCCC1. (6) Given the product [CH:12]1[C:13]2[C:18](=[CH:17][CH:16]=[CH:15][CH:14]=2)[CH:19]=[CH:20][C:11]=1[C:9]1[N:10]=[C:5]2[CH:4]=[CH:3][C:2]([C:27]3[CH:28]=[C:23]([CH2:22][OH:21])[CH:24]=[CH:25][CH:26]=3)=[CH:7][N:6]2[CH:8]=1, predict the reactants needed to synthesize it. The reactants are: Br[C:2]1[CH:3]=[CH:4][C:5]2[N:6]([CH:8]=[C:9]([C:11]3[CH:20]=[CH:19][C:18]4[C:13](=[CH:14][CH:15]=[CH:16][CH:17]=4)[CH:12]=3)[N:10]=2)[CH:7]=1.[OH:21][CH2:22][C:23]1[CH:24]=[C:25](B(O)O)[CH:26]=[CH:27][CH:28]=1.C1(C)C=CC=CC=1.C(=O)([O-])[O-].[Na+].[Na+]. (7) Given the product [F:15][C:14]([F:16])([F:17])[CH2:13][C@H:9]([NH:8][C:6](=[O:7])[O:5][C:1]([CH3:3])([CH3:4])[CH3:2])[CH2:10][OH:11], predict the reactants needed to synthesize it. The reactants are: [C:1]([O:5][C:6]([NH:8][C@@H:9]([CH2:13][C:14]([F:17])([F:16])[F:15])[C:10](O)=[O:11])=[O:7])([CH3:4])([CH3:3])[CH3:2].C(N(C(C)C)C(C)C)C.ClC(OCC)=O.[BH4-].[Li+]. (8) Given the product [CH3:12][O:13][C:14](=[O:39])[C:15]1[CH:20]=[CH:19][CH:18]=[C:17]([CH2:21][N:22]2[C:33]3[C:38](=[CH:37][CH:36]=[CH:35][CH:34]=3)/[C:24](=[C:25](\[C:2]3[CH:7]=[CH:6][CH:5]=[CH:4][C:3]=3[S:8]([CH3:11])(=[O:10])=[O:9])/[C:26]3[CH:27]=[CH:28][CH:29]=[CH:30][CH:31]=3)/[C:23]2=[O:32])[CH:16]=1, predict the reactants needed to synthesize it. The reactants are: I[C:2]1[CH:7]=[CH:6][CH:5]=[CH:4][C:3]=1[S:8]([CH3:11])(=[O:10])=[O:9].[CH3:12][O:13][C:14](=[O:39])[C:15]1[CH:20]=[CH:19][CH:18]=[C:17]([CH2:21][N:22]([C:33]2[CH:38]=[CH:37][CH:36]=[CH:35][CH:34]=2)[C:23](=[O:32])[C:24]#[C:25][C:26]2[CH:31]=[CH:30][CH:29]=[CH:28][CH:27]=2)[CH:16]=1.